This data is from CYP1A2 inhibition data for predicting drug metabolism from PubChem BioAssay. The task is: Regression/Classification. Given a drug SMILES string, predict its absorption, distribution, metabolism, or excretion properties. Task type varies by dataset: regression for continuous measurements (e.g., permeability, clearance, half-life) or binary classification for categorical outcomes (e.g., BBB penetration, CYP inhibition). Dataset: cyp1a2_veith. (1) The molecule is CCOC(=O)N1CCN(C(=O)CSCc2ccc(Cl)cc2)CC1. The result is 1 (inhibitor). (2) The result is 0 (non-inhibitor). The molecule is CC(C)NC(=O)N1CCCC2(CCN(C(=O)c3cc(C(F)(F)F)cc(C(F)(F)F)c3)CC2)C1. (3) The drug is CC1(C)CC(=O)C/C(=N/NC(=O)CCCOc2ccc(Cl)cc2Cl)C1. The result is 1 (inhibitor). (4) The result is 1 (inhibitor). The compound is Cc1ccc(-n2nc(C)c3c2OC(N)=C(C#N)C3c2ccco2)cc1. (5) The compound is C[C@@H](N1CCOCC1)[C@@](O)(c1ccccc1)c1ccccn1. The result is 0 (non-inhibitor). (6) The molecule is COC(=O)[C@H](CCSC)NC(=O)C/C=C\[C@@H](C)[C@@H](CO)OC. The result is 0 (non-inhibitor). (7) The compound is O=c1c(C=Nc2cccc(C(F)(F)F)c2)c[nH]n1-c1cccc(Cl)n1. The result is 1 (inhibitor). (8) The compound is O=C(c1ccco1)N1CCC2(CC1)CCN(c1ccccc1)CC2. The result is 0 (non-inhibitor). (9) The compound is CSc1nnc(-c2ccc(Cl)cc2Cl)o1. The result is 1 (inhibitor).